From a dataset of Full USPTO retrosynthesis dataset with 1.9M reactions from patents (1976-2016). Predict the reactants needed to synthesize the given product. Given the product [Cl:1][C:2]1[CH:7]=[C:6]([Cl:8])[CH:5]=[CH:4][C:3]=1[C:9]1[N:10]=[C:11](/[CH:14]=[CH:15]/[C:16]2[CH:17]=[CH:18][C:19]([C:22]3[CH:27]=[CH:26][CH:25]=[C:24]([C:28]([F:30])([F:31])[F:29])[CH:23]=3)=[CH:20][CH:21]=2)[N:12]([CH2:39][C:38]2[CH:41]=[CH:42][C:35]([N+:32]([O-:34])=[O:33])=[CH:36][CH:37]=2)[CH:13]=1, predict the reactants needed to synthesize it. The reactants are: [Cl:1][C:2]1[CH:7]=[C:6]([Cl:8])[CH:5]=[CH:4][C:3]=1[C:9]1[N:10]=[C:11](/[CH:14]=[CH:15]/[C:16]2[CH:21]=[CH:20][C:19]([C:22]3[CH:27]=[CH:26][CH:25]=[C:24]([C:28]([F:31])([F:30])[F:29])[CH:23]=3)=[CH:18][CH:17]=2)[NH:12][CH:13]=1.[N+:32]([C:35]1[CH:42]=[CH:41][C:38]([CH2:39]Br)=[CH:37][CH:36]=1)([O-:34])=[O:33].